From a dataset of Reaction yield outcomes from USPTO patents with 853,638 reactions. Predict the reaction yield, written as a fraction of the theoretical maximum amount of product (1.0 means a 100% yield; for example, 0.34 means a 34% yield). (1) The reactants are Cl[CH2:2][C:3]1[CH:4]=[C:5]([CH:9]=[CH:10][CH:11]=1)[C:6]([O-:8])=[O:7].[C:12](=O)([O-])[O-:13].[K+].[K+]. The catalyst is CO. The product is [CH3:12][O:13][CH2:2][C:3]1[CH:4]=[C:5]([CH:9]=[CH:10][CH:11]=1)[C:6]([OH:8])=[O:7]. The yield is 0.910. (2) The reactants are Br[C:2]1[CH:7]=[CH:6][C:5]([CH2:8][CH2:9][O:10][CH3:11])=[CH:4][CH:3]=1.[CH3:12][C:13]([NH:17][C:18](=[O:24])[O:19][C:20]([CH3:23])([CH3:22])[CH3:21])([C:15]#[CH:16])[CH3:14]. The catalyst is C(NC(C)C)(C)C.C(OCC)(=O)C.O.[Cu]I.Cl[Pd](Cl)([P](C1C=CC=CC=1)(C1C=CC=CC=1)C1C=CC=CC=1)[P](C1C=CC=CC=1)(C1C=CC=CC=1)C1C=CC=CC=1. The product is [CH3:11][O:10][CH2:9][CH2:8][C:5]1[CH:6]=[CH:7][C:2]([C:16]#[C:15][C:13]([NH:17][C:18](=[O:24])[O:19][C:20]([CH3:23])([CH3:22])[CH3:21])([CH3:14])[CH3:12])=[CH:3][CH:4]=1. The yield is 0.720.